This data is from Forward reaction prediction with 1.9M reactions from USPTO patents (1976-2016). The task is: Predict the product of the given reaction. Given the reactants [NH2:1][C:2]1[N:10]=[CH:9][N:8]=[C:7]2[C:3]=1[N:4]=[CH:5][N:6]2[C@H:11]1[C@@H:15]2[O:16][C:17]([CH3:20])([CH3:19])[O:18][C@@H:14]2[C@@H:13]([CH2:21][N:22]([CH2:37][CH3:38])[CH2:23][CH2:24][CH2:25][N:26]2C(=O)C3C(=CC=CC=3)C2=O)[O:12]1.NN.O, predict the reaction product. The product is: [NH2:1][C:2]1[N:10]=[CH:9][N:8]=[C:7]2[C:3]=1[N:4]=[CH:5][N:6]2[C@H:11]1[C@@H:15]2[O:16][C:17]([CH3:19])([CH3:20])[O:18][C@@H:14]2[C@@H:13]([CH2:21][N:22]([CH2:37][CH3:38])[CH2:23][CH2:24][CH2:25][NH2:26])[O:12]1.